Dataset: Forward reaction prediction with 1.9M reactions from USPTO patents (1976-2016). Task: Predict the product of the given reaction. Given the reactants [Cl:1][C:2]1[CH:3]=[C:4]([NH:9][CH2:10][C:11]([N:13]2[CH2:22][CH:21]([NH:23][C:24]3[C:25]4[CH:32]=[CH:31][N:30](S(C5C=CC(C)=CC=5)(=O)=O)[C:26]=4[N:27]=[CH:28][N:29]=3)[C:20]3[C:15](=[CH:16][CH:17]=[CH:18][CH:19]=3)[CH2:14]2)=[O:12])[CH:5]=[C:6]([Cl:8])[CH:7]=1.C([O-])([O-])=O.[K+].[K+], predict the reaction product. The product is: [Cl:8][C:6]1[CH:5]=[C:4]([NH:9][CH2:10][C:11]([N:13]2[CH2:22][CH:21]([NH:23][C:24]3[C:25]4[CH:32]=[CH:31][NH:30][C:26]=4[N:27]=[CH:28][N:29]=3)[C:20]3[C:15](=[CH:16][CH:17]=[CH:18][CH:19]=3)[CH2:14]2)=[O:12])[CH:3]=[C:2]([Cl:1])[CH:7]=1.